From a dataset of Full USPTO retrosynthesis dataset with 1.9M reactions from patents (1976-2016). Predict the reactants needed to synthesize the given product. (1) Given the product [Br:5][C:6]1[S:10][C:9]([C:11]([O:13][CH3:15])=[O:12])=[C:8]([CH3:14])[CH:7]=1, predict the reactants needed to synthesize it. The reactants are: S(Cl)(Cl)=O.[Br:5][C:6]1[S:10][C:9]([C:11]([OH:13])=[O:12])=[C:8]([CH3:14])[CH:7]=1.[CH3:15]O. (2) Given the product [Cl:1][C:2]1[CH:3]=[C:4]([NH:9][C:10]2[C:19]3[C:14](=[CH:15][CH:16]=[CH:17][C:18]=3[O:20][C@H:21]3[CH2:26][CH2:25][CH2:24][N:23]([C:27]([O:29][C:30]([CH3:33])([CH3:32])[CH3:31])=[O:28])[CH2:22]3)[N:13]=[CH:12][N:11]=2)[CH:5]=[CH:6][C:7]=1[O:8][CH2:41][C:36]1[CH:37]=[CH:38][CH:39]=[CH:40][N:35]=1, predict the reactants needed to synthesize it. The reactants are: [Cl:1][C:2]1[CH:3]=[C:4]([NH:9][C:10]2[C:19]3[C:14](=[CH:15][CH:16]=[CH:17][C:18]=3[O:20][C@H:21]3[CH2:26][CH2:25][CH2:24][N:23]([C:27]([O:29][C:30]([CH3:33])([CH3:32])[CH3:31])=[O:28])[CH2:22]3)[N:13]=[CH:12][N:11]=2)[CH:5]=[CH:6][C:7]=1[OH:8].Cl.[N:35]1[CH:40]=[CH:39][CH:38]=[CH:37][C:36]=1[CH2:41]Cl.C(=O)([O-])[O-].[K+].[K+].C1OCCOCCOCCOCCOCCOC1. (3) Given the product [CH:23]([C:8]1[C:7]([O:6][CH2:5][C@@H:4]([NH:25][C:26](=[O:32])[O:27][C:28]([CH3:31])([CH3:29])[CH3:30])[CH2:3][CH:2]([CH3:1])[CH3:33])=[CH:22][C:11]2[N:12]([CH3:21])[C:13](=[O:20])[C:14]3[C:19]([C:10]=2[CH:9]=1)=[CH:18][CH:17]=[N:16][CH:15]=3)=[O:43], predict the reactants needed to synthesize it. The reactants are: [CH3:1][CH:2]([CH3:33])[CH2:3][C@H:4]([NH:25][C:26](=[O:32])[O:27][C:28]([CH3:31])([CH3:30])[CH3:29])[CH2:5][O:6][C:7]1[C:8]([CH:23]=C)=[CH:9][C:10]2[C:19]3[C:14](=[CH:15][N:16]=[CH:17][CH:18]=3)[C:13](=[O:20])[N:12]([CH3:21])[C:11]=2[CH:22]=1.CC1C=CC=C(C)N=1.I([O-])(=O)(=O)=[O:43].[Na+]. (4) Given the product [CH3:33][C:34]1[CH:39]=[CH:38][C:37]([CH3:40])=[CH:36][C:35]=1[NH:41][C:2]1[N:7]2[N:8]=[CH:9][C:10]([C:11]([O:13][CH2:14][CH3:15])=[O:12])=[C:6]2[N:5]=[CH:4][C:3]=1[C:16]([N:18]1[CH2:23][CH2:22][C:21]2([C:27]3[CH:28]=[CH:29][CH:30]=[C:31]([F:32])[C:26]=3[O:25][CH2:24]2)[CH2:20][CH2:19]1)=[O:17], predict the reactants needed to synthesize it. The reactants are: Cl[C:2]1[N:7]2[N:8]=[CH:9][C:10]([C:11]([O:13][CH2:14][CH3:15])=[O:12])=[C:6]2[N:5]=[CH:4][C:3]=1[C:16]([N:18]1[CH2:23][CH2:22][C:21]2([C:27]3[CH:28]=[CH:29][CH:30]=[C:31]([F:32])[C:26]=3[O:25][CH2:24]2)[CH2:20][CH2:19]1)=[O:17].[CH3:33][C:34]1[CH:39]=[CH:38][C:37]([CH3:40])=[CH:36][C:35]=1[NH2:41].